This data is from Catalyst prediction with 721,799 reactions and 888 catalyst types from USPTO. The task is: Predict which catalyst facilitates the given reaction. (1) Reactant: [C:1]([CH2:3][C:4]1[CH:9]=[CH:8][C:7](B(O)O)=[CH:6][CH:5]=1)#[N:2].I[C:14]1[N:18]2[C:19]3[S:25][CH:24]=[CH:23][C:20]=3[N:21]=[CH:22][C:17]2=[N:16][C:15]=1[CH3:26].C(=O)([O-])[O-].[K+].[K+]. Product: [CH3:26][C:15]1[N:16]=[C:17]2[CH:22]=[N:21][C:20]3[CH:23]=[CH:24][S:25][C:19]=3[N:18]2[C:14]=1[C:7]1[CH:8]=[CH:9][C:4]([CH2:3][C:1]#[N:2])=[CH:5][CH:6]=1. The catalyst class is: 694. (2) Reactant: [C:1]([C:4]1[N:9]=[CH:8][CH:7]=[CH:6][N:5]=1)(=O)[CH3:2].Cl.[NH2:11][OH:12].C(N(CC)CC)C.O. Product: [C:1](=[N:11][OH:12])([C:4]1[N:9]=[CH:8][CH:7]=[CH:6][N:5]=1)[CH3:2]. The catalyst class is: 8. (3) Reactant: Br[CH2:2][C:3]1[CH:4]=[C:5]([CH:8]=[CH:9][CH:10]=1)[C:6]#[N:7].[CH3:11][NH2:12]. Product: [CH3:11][NH:12][CH2:2][C:3]1[CH:4]=[C:5]([CH:8]=[CH:9][CH:10]=1)[C:6]#[N:7]. The catalyst class is: 1.